Dataset: Full USPTO retrosynthesis dataset with 1.9M reactions from patents (1976-2016). Task: Predict the reactants needed to synthesize the given product. (1) Given the product [CH:1]1([NH:4][C:5]2[N:10]3[N:11]=[CH:12][C:13]([CH:14]=[C:41]4[C:39](=[O:40])[NH:38][C:36](=[O:37])[NH:35]4)=[C:9]3[N:8]=[C:7]([C:16]3[S:20][C:19]([C:21]([NH:23][CH2:24][CH2:25][CH2:26][O:27][CH3:28])=[O:22])=[CH:18][CH:17]=3)[CH:6]=2)[CH2:3][CH2:2]1, predict the reactants needed to synthesize it. The reactants are: [CH:1]1([NH:4][C:5]2[N:10]3[N:11]=[CH:12][C:13]([CH:14]=O)=[C:9]3[N:8]=[C:7]([C:16]3[S:20][C:19]([C:21]([NH:23][CH2:24][CH2:25][CH2:26][O:27][CH3:28])=[O:22])=[CH:18][CH:17]=3)[CH:6]=2)[CH2:3][CH2:2]1.N1CCCCC1.[NH:35]1[CH2:41][C:39](=[O:40])[NH:38][C:36]1=[O:37]. (2) The reactants are: [C:1]([Si:5]([O:8][C:9]1[CH:14]=[CH:13][CH:12]=[CH:11][C:10]=1[F:15])([CH3:7])[CH3:6])([CH3:4])([CH3:3])[CH3:2].C([Li])(CC)C.[CH:21]1([CH2:24][C:25](N(OC)C)=[O:26])[CH2:23][CH2:22]1. Given the product [Si:5]([O:8][C:9]1[C:10]([F:15])=[C:11]([C:25](=[O:26])[CH2:24][CH:21]2[CH2:23][CH2:22]2)[CH:12]=[CH:13][CH:14]=1)([C:1]([CH3:4])([CH3:2])[CH3:3])([CH3:7])[CH3:6], predict the reactants needed to synthesize it. (3) Given the product [N:1]1[CH2:6][CH2:5][CH2:4][NH:3][C:2]=1[NH:7][CH2:8][CH2:9][CH2:10][O:11][C:12]1[CH:13]=[CH:14][C:15]2[CH2:21][CH:20]([CH2:22][C:23]([OH:25])=[O:24])[C:19]3[CH:28]=[CH:29][CH:30]=[CH:31][C:18]=3[CH2:17][C:16]=2[CH:32]=1, predict the reactants needed to synthesize it. The reactants are: [N:1]1[CH2:6][CH2:5][CH2:4][NH:3][C:2]=1[NH:7][CH2:8][CH2:9][CH2:10][O:11][C:12]1[CH:13]=[CH:14][C:15]2[CH2:21][CH:20]([CH2:22][C:23]([O:25]CC)=[O:24])[C:19]3[CH:28]=[CH:29][CH:30]=[CH:31][C:18]=3[CH2:17][C:16]=2[CH:32]=1.O.[OH-].[Li+].C1COCC1. (4) Given the product [N:27]1([CH2:26][C:25]#[C:24][C:18]2[CH:17]=[C:16]3[C:21]([CH:22]=[CH:23][N:14]([CH2:13][C:10]4[CH:9]=[CH:8][C:7]([C:6]([OH:33])=[O:5])=[CH:12][CH:11]=4)[C:15]3=[O:32])=[N:20][CH:19]=2)[CH:31]=[CH:30][N:29]=[CH:28]1, predict the reactants needed to synthesize it. The reactants are: C([O:5][C:6](=[O:33])[C:7]1[CH:12]=[CH:11][C:10]([CH2:13][N:14]2[CH:23]=[CH:22][C:21]3[C:16](=[CH:17][C:18]([C:24]#[C:25][CH2:26][N:27]4[CH:31]=[CH:30][N:29]=[CH:28]4)=[CH:19][N:20]=3)[C:15]2=[O:32])=[CH:9][CH:8]=1)(C)(C)C.FC(F)(F)C(O)=O.